This data is from Forward reaction prediction with 1.9M reactions from USPTO patents (1976-2016). The task is: Predict the product of the given reaction. Given the reactants C([O:8][C:9]1[CH:10]=[CH:11][C:12]([C@@H:20]([OH:48])[CH2:21][NH:22][CH:23]([CH3:47])[CH2:24][C:25]2[CH:26]=[C:27]([NH:31][C:32]([NH:34][C:35]3[CH:40]=[CH:39][CH:38]=[CH:37][C:36]=3[C:41]3[CH:46]=[CH:45][CH:44]=[CH:43][CH:42]=3)=[O:33])[CH:28]=[CH:29][CH:30]=2)=[C:13]2[C:18]=1[NH:17][C:16](=[O:19])[CH:15]=[CH:14]2)C1C=CC=CC=1, predict the reaction product. The product is: [C:36]1([C:41]2[CH:46]=[CH:45][CH:44]=[CH:43][CH:42]=2)[CH:37]=[CH:38][CH:39]=[CH:40][C:35]=1[NH:34][C:32]([NH:31][C:27]1[CH:28]=[CH:29][CH:30]=[C:25]([CH2:24][CH:23]([NH:22][CH2:21][C@H:20]([OH:48])[C:12]2[CH:11]=[CH:10][C:9]([OH:8])=[C:18]3[C:13]=2[CH:14]=[CH:15][C:16](=[O:19])[NH:17]3)[CH3:47])[CH:26]=1)=[O:33].